Dataset: Forward reaction prediction with 1.9M reactions from USPTO patents (1976-2016). Task: Predict the product of the given reaction. (1) Given the reactants [CH2:1]([O:3][C:4]1[CH:9]=[CH:8][C:7]([NH:10][C:11](=O)[CH2:12][NH:13][C:14]2[CH:19]=[CH:18][CH:17]=[CH:16][CH:15]=2)=[C:6]([NH:21][CH2:22][CH:23]([CH3:25])[CH3:24])[CH:5]=1)[CH3:2], predict the reaction product. The product is: [CH2:1]([O:3][C:4]1[CH:9]=[CH:8][C:7]2[N:10]=[C:11]([CH2:12][NH:13][C:14]3[CH:19]=[CH:18][CH:17]=[CH:16][CH:15]=3)[N:21]([CH2:22][CH:23]([CH3:25])[CH3:24])[C:6]=2[CH:5]=1)[CH3:2]. (2) The product is: [Cl-:18].[Cl-:18].[C:1]1([Zr+2:26][CH:21]2[CH:25]=[CH:24][CH:23]=[CH:22]2)[CH:16]=[CH:15][CH:14]=[C:13]2[C:2]=1[CH:3]=[C:4]1[C:12]3[CH:11]=[CH:10][CH:9]=[CH:8][C:7]=3[N:6]=[C:5]12. Given the reactants [C:1]1([Li])[CH:16]=[CH:15][CH:14]=[C:13]2[C:2]=1[CH:3]=[C:4]1[C:12]3[CH:11]=[CH:10][CH:9]=[CH:8][C:7]=3[N:6]=[C:5]12.[Cl-:18].[Cl-].[Cl-].[CH:21]1([Zr+3:26])[CH:25]=[CH:24][CH:23]=[CH:22]1, predict the reaction product. (3) Given the reactants [F:1][C:2]1[CH:3]=[CH:4][C:5]([OH:16])=[N:6][C:7]=1[NH:8][CH2:9][CH:10]1[CH2:15][CH2:14][O:13][CH2:12][CH2:11]1.C(N(CC)CC)C.[F:24][C:25]([F:38])([F:37])[S:26](O[S:26]([C:25]([F:38])([F:37])[F:24])(=[O:28])=[O:27])(=[O:28])=[O:27].C([O-])(O)=O.[Na+], predict the reaction product. The product is: [F:24][C:25]([F:38])([F:37])[S:26]([O:16][C:5]1[CH:4]=[CH:3][C:2]([F:1])=[C:7]([NH:8][CH2:9][CH:10]2[CH2:15][CH2:14][O:13][CH2:12][CH2:11]2)[N:6]=1)(=[O:28])=[O:27]. (4) The product is: [Cl:1][C:2]1[C:7]([Cl:8])=[CH:6][CH:5]=[CH:4][C:3]=1[CH:9]([NH:17][C:20]1[CH2:21][CH2:22][CH2:23][N:24]=1)[CH2:10][C:11]1[CH:12]=[N:13][CH:14]=[CH:15][CH:16]=1. Given the reactants [Cl:1][C:2]1[C:7]([Cl:8])=[CH:6][CH:5]=[CH:4][C:3]=1[CH:9]([NH2:17])[CH2:10][C:11]1[CH:12]=[N:13][CH:14]=[CH:15][CH:16]=1.CO[C:20]1[CH2:21][CH2:22][CH2:23][N:24]=1, predict the reaction product. (5) Given the reactants [CH:1]([Cl:4])(Cl)[Cl:2].[C:5]([O:9][C:10]([N:12]([C:20]1[CH:25]=[CH:24][C:23]([C:26]([C:28]2[CH:33]=[CH:32][C:31]([Cl:34])=[CH:30][CH:29]=2)=[CH2:27])=[CH:22][C:21]=1[CH3:35])[C:13](=[O:19])[O:14][C:15]([CH3:18])([CH3:17])[CH3:16])=[O:11])([CH3:8])([CH3:7])[CH3:6].[OH-].[Na+], predict the reaction product. The product is: [C:5]([O:9][C:10]([N:12]([C:20]1[CH:25]=[CH:24][C:23]([C:26]2([C:28]3[CH:33]=[CH:32][C:31]([Cl:34])=[CH:30][CH:29]=3)[CH2:27][C:1]2([Cl:4])[Cl:2])=[CH:22][C:21]=1[CH3:35])[C:13](=[O:19])[O:14][C:15]([CH3:18])([CH3:17])[CH3:16])=[O:11])([CH3:6])([CH3:7])[CH3:8]. (6) Given the reactants Br[C:2]1[CH:23]=[CH:22][C:5]([CH2:6][C:7]2[N:8]([CH2:20][CH3:21])[CH:9]=[C:10]([C:12]3[CH:17]=[CH:16][C:15]([Cl:18])=[CH:14][C:13]=3[Cl:19])[N:11]=2)=[CH:4][CH:3]=1.[CH3:24][O:25][C:26]1[CH:27]=[C:28](B(O)O)[CH:29]=[CH:30][CH:31]=1, predict the reaction product. The product is: [Cl:19][C:13]1[CH:14]=[C:15]([Cl:18])[CH:16]=[CH:17][C:12]=1[C:10]1[N:11]=[C:7]([CH2:6][C:5]2[CH:22]=[CH:23][C:2]([C:30]3[CH:29]=[CH:28][CH:27]=[C:26]([O:25][CH3:24])[CH:31]=3)=[CH:3][CH:4]=2)[N:8]([CH2:20][CH3:21])[CH:9]=1.